From a dataset of Peptide-MHC class I binding affinity with 185,985 pairs from IEDB/IMGT. Regression. Given a peptide amino acid sequence and an MHC pseudo amino acid sequence, predict their binding affinity value. This is MHC class I binding data. (1) The peptide sequence is GRPNCFQIV. The MHC is HLA-A69:01 with pseudo-sequence HLA-A69:01. The binding affinity (normalized) is 0.0847. (2) The peptide sequence is ASLPKTSGH. The MHC is HLA-A03:01 with pseudo-sequence HLA-A03:01. The binding affinity (normalized) is 0.0843. (3) The peptide sequence is MVLLQMENK. The binding affinity (normalized) is 0.498. The MHC is HLA-A11:01 with pseudo-sequence HLA-A11:01.